From a dataset of Catalyst prediction with 721,799 reactions and 888 catalyst types from USPTO. Predict which catalyst facilitates the given reaction. (1) The catalyst class is: 14. Reactant: [CH2:1]([O:8][C:9]1[C:10]2[N:11]([CH:15]=[CH:16][N:17]=2)[CH:12]=[CH:13][CH:14]=1)[C:2]1[CH:7]=[CH:6][CH:5]=[CH:4][CH:3]=1.[Br:18]Br.O.[OH-].[Na+]. Product: [CH2:1]([O:8][C:9]1[C:10]2[N:11]([C:15]([Br:18])=[CH:16][N:17]=2)[CH:12]=[CH:13][CH:14]=1)[C:2]1[CH:3]=[CH:4][CH:5]=[CH:6][CH:7]=1. (2) Product: [CH2:1]([O:8][C:9]1[C:14]([CH:15]([CH3:17])[CH3:16])=[C:13]([S:33][C:28]2[CH:27]=[C:26]([CH:31]=[C:30]([CH3:32])[CH:29]=2)[C:24]#[N:25])[C:12]([CH2:19][CH:20]2[CH2:22][CH2:21]2)=[C:11]([CH3:23])[N:10]=1)[C:2]1[CH:7]=[CH:6][CH:5]=[CH:4][CH:3]=1. Reactant: [CH2:1]([O:8][C:9]1[C:14]([CH:15]([CH3:17])[CH3:16])=[C:13](Br)[C:12]([CH2:19][CH:20]2[CH2:22][CH2:21]2)=[C:11]([CH3:23])[N:10]=1)[C:2]1[CH:7]=[CH:6][CH:5]=[CH:4][CH:3]=1.[C:24]([C:26]1[CH:27]=[C:28]([SH:33])[CH:29]=[C:30]([CH3:32])[CH:31]=1)#[N:25].C(=O)([O-])[O-].[Cs+].[Cs+]. The catalyst class is: 870. (3) Reactant: C(Cl)Cl.[Cl:4][C:5]1[C:6]([CH:16]([S:25][C:26]2[CH:31]=[CH:30][C:29]([Cl:32])=[CH:28][CH:27]=2)[C:17]2[CH:22]=[C:21]([F:23])[CH:20]=[CH:19][C:18]=2[F:24])=[CH:7][C:8]([NH:11][S:12]([CH3:15])(=[O:14])=[O:13])=[N:9][CH:10]=1.ClC1C=CC=C(C(OO)=[O:41])C=1.S([O-])([O-])(=O)=S.[Na+].[Na+]. Product: [Cl:4][C:5]1[C:6]([CH:16]([S:25]([C:26]2[CH:31]=[CH:30][C:29]([Cl:32])=[CH:28][CH:27]=2)=[O:41])[C:17]2[CH:22]=[C:21]([F:23])[CH:20]=[CH:19][C:18]=2[F:24])=[CH:7][C:8]([NH:11][S:12]([CH3:15])(=[O:13])=[O:14])=[N:9][CH:10]=1. The catalyst class is: 788. (4) Reactant: [Cl:1][C:2]1[N:7]=[C:6]2[NH:8][CH:9]=[CH:10][C:5]2=[C:4]([C:11]2([OH:17])[CH2:16][CH2:15][NH:14][CH2:13][CH2:12]2)[CH:3]=1.[Cl:18][C:19]1[CH:20]=[C:21]2[CH2:32][C@@H:31]([CH2:33][C:34](O)=[O:35])[C:30](=[O:37])[N:29]([CH2:38][C:39]([CH3:42])([CH3:41])[CH3:40])[CH2:28][C:22]2=[C:23]2[C:27]=1[NH:26][CH:25]=[CH:24]2.C(Cl)CCl.C1C=CC2N(O)N=NC=2C=1.C(N(C(C)C)CC)(C)C. Product: [Cl:18][C:19]1[CH:20]=[C:21]2[CH2:32][C@@H:31]([CH2:33][C:34]([N:14]3[CH2:13][CH2:12][C:11]([C:4]4[CH:3]=[C:2]([Cl:1])[N:7]=[C:6]5[NH:8][CH:9]=[CH:10][C:5]=45)([OH:17])[CH2:16][CH2:15]3)=[O:35])[C:30](=[O:37])[N:29]([CH2:38][C:39]([CH3:42])([CH3:41])[CH3:40])[CH2:28][C:22]2=[C:23]2[C:27]=1[NH:26][CH:25]=[CH:24]2. The catalyst class is: 3.